This data is from Peptide-MHC class I binding affinity with 185,985 pairs from IEDB/IMGT. The task is: Regression. Given a peptide amino acid sequence and an MHC pseudo amino acid sequence, predict their binding affinity value. This is MHC class I binding data. The peptide sequence is YFARRFKYLL. The MHC is Mamu-B17 with pseudo-sequence Mamu-B17. The binding affinity (normalized) is 0.258.